This data is from Forward reaction prediction with 1.9M reactions from USPTO patents (1976-2016). The task is: Predict the product of the given reaction. (1) Given the reactants Br[C:2]1[N:10]=[CH:9][C:8]2[N:7]([CH2:11][O:12][CH2:13][CH2:14][Si:15]([CH3:18])([CH3:17])[CH3:16])[C:6]3[N:19]=[CH:20][CH:21]=[C:22]([O:23][C@@H:24]4[CH2:29][CH2:28][CH2:27][N:26]([C:30]([O:32][C:33]([CH3:36])([CH3:35])[CH3:34])=[O:31])[CH2:25]4)[C:5]=3[C:4]=2[CH:3]=1.[CH3:37][N:38]1[CH:42]=[C:41](B2OC(C)(C)C(C)(C)O2)[CH:40]=[N:39]1.C(=O)([O-])[O-].[Na+].[Na+], predict the reaction product. The product is: [CH3:37][N:38]1[CH:42]=[C:41]([C:2]2[N:10]=[CH:9][C:8]3[N:7]([CH2:11][O:12][CH2:13][CH2:14][Si:15]([CH3:17])([CH3:18])[CH3:16])[C:6]4[N:19]=[CH:20][CH:21]=[C:22]([O:23][C@@H:24]5[CH2:29][CH2:28][CH2:27][N:26]([C:30]([O:32][C:33]([CH3:35])([CH3:36])[CH3:34])=[O:31])[CH2:25]5)[C:5]=4[C:4]=3[CH:3]=2)[CH:40]=[N:39]1. (2) Given the reactants [C:1]([S:4][CH2:5][CH2:6][CH2:7][C:8]([F:14])([F:13])[C:9]([F:12])([F:11])[F:10])(=O)[CH3:2].BrCC[CH2:18][Cl:19], predict the reaction product. The product is: [F:13][C:8]([F:14])([C:9]([F:12])([F:11])[F:10])[CH2:7][CH2:6][CH2:5][S:4][CH2:1][CH2:2][CH2:18][Cl:19].